From a dataset of Full USPTO retrosynthesis dataset with 1.9M reactions from patents (1976-2016). Predict the reactants needed to synthesize the given product. (1) Given the product [N:10]1([C:7]2[N:8]=[CH:9][C:4]([NH2:1])=[CH:5][CH:6]=2)[CH2:14][CH2:13][CH2:12][CH2:11]1, predict the reactants needed to synthesize it. The reactants are: [N+:1]([C:4]1[CH:5]=[CH:6][C:7]([N:10]2[CH2:14][CH2:13][CH2:12][CH2:11]2)=[N:8][CH:9]=1)([O-])=O.CN(C=O)C.O. (2) Given the product [Si:1]([O:8][CH2:9][C@@H:10]([N:15]1[C:24]2[C:19](=[CH:20][C:21]([OH:27])=[C:22]([O:25][CH3:26])[CH:23]=2)[C:18](=[O:37])[C:17]([C:38]([O:40][CH2:41][CH3:42])=[O:39])=[CH:16]1)[C:11]([CH3:14])([CH3:13])[CH3:12])([C:4]([CH3:5])([CH3:6])[CH3:7])([CH3:3])[CH3:2], predict the reactants needed to synthesize it. The reactants are: [Si:1]([O:8][CH2:9][C@@H:10]([N:15]1[C:24]2[C:19](=[CH:20][C:21]([O:27]CC3C=CC(OC)=CC=3)=[C:22]([O:25][CH3:26])[CH:23]=2)[C:18](=[O:37])[C:17]([C:38]([O:40][CH2:41][CH3:42])=[O:39])=[CH:16]1)[C:11]([CH3:14])([CH3:13])[CH3:12])([C:4]([CH3:7])([CH3:6])[CH3:5])([CH3:3])[CH3:2].C(O)(C(F)(F)F)=O. (3) Given the product [F:1][C:2]1[CH:11]=[C:10]2[C:5]([CH:6]=[CH:7][C:8]([OH:12])=[CH:9]2)=[CH:4][CH:3]=1, predict the reactants needed to synthesize it. The reactants are: [F:1][C:2]1[CH:11]=[C:10]2[C:5]([CH:6]=[CH:7][C:8]([O:12]S(C3C=CC(C)=CC=3)(=O)=O)=[CH:9]2)=[CH:4][CH:3]=1.[Mg].Cl. (4) Given the product [CH2:47]1[N:52]([C:4]([C:3]2[CH:7]=[C:8]([CH2:11][C:12]3[C:21]4[C:16](=[CH:17][CH:18]=[CH:19][CH:20]=4)[C:15](=[O:22])[NH:14][N:13]=3)[CH:9]=[CH:10][C:2]=2[F:1])=[O:6])[CH2:51][CH2:50][N:49]2[CH:53]=[CH:54][CH:55]=[C:48]12, predict the reactants needed to synthesize it. The reactants are: [F:1][C:2]1[CH:10]=[CH:9][C:8]([CH2:11][C:12]2[C:21]3[C:16](=[CH:17][CH:18]=[CH:19][CH:20]=3)[C:15](=[O:22])[NH:14][N:13]=2)=[CH:7][C:3]=1[C:4]([OH:6])=O.F[P-](F)(F)(F)(F)F.N1(OC(N(C)C)=[N+](C)C)C2C=CC=CC=2N=N1.[CH2:47]1[NH:52][CH2:51][CH2:50][N:49]2[CH:53]=[CH:54][CH:55]=[C:48]12.C(N(CC)C(C)C)(C)C.